This data is from Full USPTO retrosynthesis dataset with 1.9M reactions from patents (1976-2016). The task is: Predict the reactants needed to synthesize the given product. (1) Given the product [CH:29]1([O:28][C:26]2[CH:25]=[CH:24][N:23]=[C:22]([O:21][C@@H:5]3[CH2:4][CH2:3][C@@H:2]([CH3:1])[N:7]([C:8]([C:10]4[CH:15]=[CH:14][CH:13]=[CH:12][C:11]=4[N:16]4[N:20]=[CH:19][CH:18]=[N:17]4)=[O:9])[CH2:6]3)[CH:27]=2)[CH2:31][CH2:30]1, predict the reactants needed to synthesize it. The reactants are: [CH3:1][C@H:2]1[N:7]([C:8]([C:10]2[CH:15]=[CH:14][CH:13]=[CH:12][C:11]=2[N:16]2[N:20]=[CH:19][CH:18]=[N:17]2)=[O:9])[CH2:6][C@H:5]([O:21][C:22]2[CH:27]=[C:26]([OH:28])[CH:25]=[CH:24][N:23]=2)[CH2:4][CH2:3]1.[CH:29]1(Br)[CH2:31][CH2:30]1.C(=O)([O-])[O-].[K+].[K+]. (2) The reactants are: [F:1][C:2]([F:14])([F:13])[C:3]1[C:7]([C:8]([O:10]CC)=[O:9])=[CH:6][NH:5][N:4]=1.[OH-].[Na+].Cl. Given the product [F:14][C:2]([F:1])([F:13])[C:3]1[C:7]([C:8]([OH:10])=[O:9])=[CH:6][NH:5][N:4]=1, predict the reactants needed to synthesize it. (3) Given the product [Cl:1][C:2]1[C:7]([CH:8]([CH3:9])[CH3:10])=[CH:6][C:5]([O:11][C:14]2[S:15][CH:16]=[C:17]([C:19]([NH:21][C:22]3[C:23]([O:44][CH3:45])=[N:24][C:25]([NH:30][CH2:31][CH2:32][N:33]([CH:41]([CH3:42])[CH3:43])[C:34](=[O:40])[O:35][C:36]([CH3:38])([CH3:39])[CH3:37])=[N:26][C:27]=3[O:28][CH3:29])=[O:20])[N:18]=2)=[C:4]([CH3:12])[CH:3]=1, predict the reactants needed to synthesize it. The reactants are: [Cl:1][C:2]1[C:7]([CH:8]([CH3:10])[CH3:9])=[CH:6][C:5]([OH:11])=[C:4]([CH3:12])[CH:3]=1.Br[C:14]1[S:15][CH:16]=[C:17]([C:19]([NH:21][C:22]2[C:23]([O:44][CH3:45])=[N:24][C:25]([NH:30][CH2:31][CH2:32][N:33]([CH:41]([CH3:43])[CH3:42])[C:34](=[O:40])[O:35][C:36]([CH3:39])([CH3:38])[CH3:37])=[N:26][C:27]=2[O:28][CH3:29])=[O:20])[N:18]=1.C(C1C=C(C=CC=1)OC1OC=C(C(OCC)=O)N=1)(C)(C)C. (4) Given the product [CH:1]1([N:5]2[CH2:11][CH2:10][C:9]3[S:12][C:13]([C:15]4[CH:16]=[CH:17][C:18]([C:19]([N:24]5[CH2:28][CH2:27][CH2:26][CH2:25]5)=[O:21])=[CH:22][CH:23]=4)=[N:14][C:8]=3[CH2:7][CH2:6]2)[CH2:2][CH2:3][CH2:4]1, predict the reactants needed to synthesize it. The reactants are: [CH:1]1([N:5]2[CH2:11][CH2:10][C:9]3[S:12][C:13]([C:15]4[CH:23]=[CH:22][C:18]([C:19]([OH:21])=O)=[CH:17][CH:16]=4)=[N:14][C:8]=3[CH2:7][CH2:6]2)[CH2:4][CH2:3][CH2:2]1.[NH:24]1[CH2:28][CH2:27][CH2:26][CH2:25]1. (5) Given the product [CH:33]1([N:22]2[C:23]3[C:28](=[CH:27][CH:26]=[C:25]([C:29]([O:31][CH3:32])=[O:30])[CH:24]=3)[C:20]([CH2:18][CH3:19])=[N:21]2)[CH2:37][CH2:36][CH2:35][CH2:34]1, predict the reactants needed to synthesize it. The reactants are: [H-].[Na+].C1OCCOCCOCCOCCOC1.[CH2:18]([C:20]1[C:28]2[C:23](=[CH:24][C:25]([C:29]([O:31][CH3:32])=[O:30])=[CH:26][CH:27]=2)[NH:22][N:21]=1)[CH3:19].[CH:33]1(Br)[CH2:37][CH2:36][CH2:35][CH2:34]1.